Dataset: Catalyst prediction with 721,799 reactions and 888 catalyst types from USPTO. Task: Predict which catalyst facilitates the given reaction. (1) Reactant: [CH3:1][N:2]1[C:6]([CH3:7])=[C:5]([CH:8]=O)[CH:4]=[N:3]1.[CH2:10]([NH2:12])[CH3:11]. Product: [CH2:10]([NH:12][CH2:8][C:5]1[CH:4]=[N:3][N:2]([CH3:1])[C:6]=1[CH3:7])[CH3:11]. The catalyst class is: 1. (2) Reactant: [C:1]12([O:11][CH2:12][CH2:13][CH2:14][OH:15])[CH2:10][CH:5]3[CH2:6][CH:7]([CH2:9][CH:3]([CH2:4]3)[CH2:2]1)[CH2:8]2.C(N(CC)CC)C.[C:23]1([CH3:33])[CH:28]=[CH:27][C:26]([S:29](Cl)(=[O:31])=[O:30])=[CH:25][CH:24]=1.O. Product: [C:1]12([O:11][CH2:12][CH2:13][CH2:14][O:15][S:29]([C:26]3[CH:27]=[CH:28][C:23]([CH3:33])=[CH:24][CH:25]=3)(=[O:31])=[O:30])[CH2:10][CH:5]3[CH2:6][CH:7]([CH2:9][CH:3]([CH2:4]3)[CH2:2]1)[CH2:8]2. The catalyst class is: 112. (3) Reactant: [NH2:1][C:2]1[CH:3]=[C:4]([N:9]2[C@@H:13]([C:14]3[CH:19]=[CH:18][CH:17]=[CH:16][CH:15]=3)[CH2:12][O:11][C:10]2=[O:20])[CH:5]=[CH:6][C:7]=1[NH2:8].[CH:21](O)=O.N. Product: [NH:1]1[C:2]2[CH:3]=[C:4]([N:9]3[C@@H:13]([C:14]4[CH:19]=[CH:18][CH:17]=[CH:16][CH:15]=4)[CH2:12][O:11][C:10]3=[O:20])[CH:5]=[CH:6][C:7]=2[N:8]=[CH:21]1. The catalyst class is: 33. (4) Reactant: Br[C:2]1[CH:17]=[CH:16][CH:15]=[CH:14][C:3]=1[CH2:4]P(C(C)(C)C)C(C)(C)C.C1N2CCN(CC2)C1.[CH3:26][C:27]12OC3(C)OC(CC(C)(O3)P1)[CH2:34]2. Product: [CH3:26][CH2:27][CH2:34][CH2:4][CH2:3][CH2:14][CH2:15][CH2:16][CH2:17][CH3:2]. The catalyst class is: 109. (5) Reactant: [CH3:1][CH:2]([OH:5])[CH2:3][NH2:4].N1C=CN=C1.[Si:11](OS(C(F)(F)F)(=O)=O)([CH2:16][CH3:17])([CH2:14][CH3:15])[CH2:12][CH3:13].O. Product: [CH2:12]([Si:11]([CH2:16][CH3:17])([CH2:14][CH3:15])[O:5][CH:2]([CH3:1])[CH2:3][NH2:4])[CH3:13]. The catalyst class is: 1. (6) Reactant: [CH:1]1([S:4]([NH:7][C:8]([C@@:10]23[CH2:25][C@H:24]2[CH:23]=[CH:22][CH2:21][CH2:20][CH2:19][CH2:18][CH2:17][C@H:16]([NH:26][C:27]([NH2:29])=[S:28])[C:15](=[O:30])[N:14]2[CH2:31][C@H:32]([O:34][C:35]4[C:36]5[O:53][C:52]6[CH:54]=[CH:55][CH:56]=[CH:57][C:51]=6[C:37]=5[N:38]=[C:39]([C:41]5[CH:46]=[CH:45][C:44]([C:47]([F:50])([F:49])[F:48])=[CH:43][CH:42]=5)[N:40]=4)[CH2:33][C@H:13]2[C:12](=[O:58])[NH:11]3)=[O:9])(=[O:6])=[O:5])[CH2:3][CH2:2]1.C(=O)(O)[O-].[Na+].Cl[CH:65]([CH3:69])[C:66](=O)[CH3:67]. Product: [CH:1]1([S:4]([NH:7][C:8]([C@@:10]23[CH2:25][C@H:24]2[CH:23]=[CH:22][CH2:21][CH2:20][CH2:19][CH2:18][CH2:17][C@H:16]([NH:26][C:27]2[S:28][C:65]([CH3:69])=[C:66]([CH3:67])[N:29]=2)[C:15](=[O:30])[N:14]2[CH2:31][C@H:32]([O:34][C:35]4[C:36]5[O:53][C:52]6[CH:54]=[CH:55][CH:56]=[CH:57][C:51]=6[C:37]=5[N:38]=[C:39]([C:41]5[CH:42]=[CH:43][C:44]([C:47]([F:48])([F:49])[F:50])=[CH:45][CH:46]=5)[N:40]=4)[CH2:33][C@H:13]2[C:12](=[O:58])[NH:11]3)=[O:9])(=[O:6])=[O:5])[CH2:3][CH2:2]1. The catalyst class is: 12.